From a dataset of Full USPTO retrosynthesis dataset with 1.9M reactions from patents (1976-2016). Predict the reactants needed to synthesize the given product. (1) Given the product [Br:1][C:2]1[CH:3]=[C:4]2[C:9](=[CH:10][CH:11]=1)[C:8]([C:17]([NH2:18])=[O:19])=[CH:7][CH2:6][CH2:5]2, predict the reactants needed to synthesize it. The reactants are: [Br:1][C:2]1[CH:3]=[C:4]2[C:9](=[CH:10][CH:11]=1)[C:8](=O)[CH2:7][CH2:6][CH2:5]2.[Si]([C:17]#[N:18])(C)(C)C.[OH:19]S(O)(=O)=O.CC(O)=O. (2) Given the product [Br:5][C:6]1[C:7]([O:16][CH2:14][CH3:15])=[N:8][C:9]([O:1][CH2:2][CH3:3])=[N:10][CH:11]=1, predict the reactants needed to synthesize it. The reactants are: [O-:1][CH2:2][CH3:3].[Na+].[Br:5][C:6]1[C:7](Cl)=[N:8][C:9](Cl)=[N:10][CH:11]=1.[CH2:14]([OH:16])[CH3:15]. (3) Given the product [CH3:10][N:11]1[C:19]2[C:14](=[CH:15][C:16]([NH:20][C:2]3[N:7]=[C:6]([S:8][CH3:9])[CH:5]=[CH:4][N:3]=3)=[CH:17][CH:18]=2)[CH:13]=[N:12]1, predict the reactants needed to synthesize it. The reactants are: Cl[C:2]1[N:7]=[C:6]([S:8][CH3:9])[CH:5]=[CH:4][N:3]=1.[CH3:10][N:11]1[C:19]2[C:14](=[CH:15][C:16]([NH2:20])=[CH:17][CH:18]=2)[CH:13]=[N:12]1.Cl. (4) The reactants are: [N:1]([C:4]1[CH:13]=[CH:12][CH:11]=[C:10]2[C:5]=1[CH:6]=[CH:7][C:8]([CH3:14])=[N:9]2)=[C:2]=S.[N:15]#[C:16][NH2:17].[Na].Cl.CN(C)CCCN=C=NCC.[Cl:31][C:32]1[CH:37]=[CH:36][C:35]([NH:38][C:39]([N:41]2[CH2:46][CH2:45][NH:44][CH:43]([CH:47]([CH3:49])[CH3:48])[CH2:42]2)=[O:40])=[CH:34][CH:33]=1. Given the product [Cl:31][C:32]1[CH:33]=[CH:34][C:35]([NH:38][C:39]([N:41]2[CH2:46][CH2:45][N:44]([C:2](=[N:17][C:16]#[N:15])[NH:1][C:4]3[CH:13]=[CH:12][CH:11]=[C:10]4[C:5]=3[CH:6]=[CH:7][C:8]([CH3:14])=[N:9]4)[CH:43]([CH:47]([CH3:49])[CH3:48])[CH2:42]2)=[O:40])=[CH:36][CH:37]=1, predict the reactants needed to synthesize it. (5) Given the product [O:1]1[CH2:6][CH2:5][N:4]([CH2:7][CH2:8][CH2:9][N:10]2[C:19]3[C:14](=[CH:15][C:16]([NH:20][C:27]([C:23]4[S:22][CH:26]=[CH:25][CH:24]=4)=[NH:28])=[CH:17][CH:18]=3)[CH2:13][CH2:12][CH2:11]2)[CH2:3][CH2:2]1, predict the reactants needed to synthesize it. The reactants are: [O:1]1[CH2:6][CH2:5][N:4]([CH2:7][CH2:8][CH2:9][N:10]2[C:19]3[C:14](=[CH:15][C:16]([NH2:20])=[CH:17][CH:18]=3)[CH2:13][CH2:12][CH2:11]2)[CH2:3][CH2:2]1.I.[S:22]1[CH:26]=[CH:25][CH:24]=[C:23]1[C:27](SC)=[NH:28]. (6) Given the product [NH2:19][C:17](=[O:18])[CH2:16][C:11]1[CH:12]=[CH:13][CH:14]=[CH:15][C:10]=1[CH2:9][CH2:8][C:6]1[C:5]([CH3:20])=[CH:4][N:3]=[C:2]([NH:21][C:22]2[CH:23]=[CH:24][C:25]([CH:28]3[CH2:29][N:30]([C:32]([O:34][C:35]([CH3:38])([CH3:37])[CH3:36])=[O:33])[CH2:31]3)=[CH:26][CH:27]=2)[N:7]=1, predict the reactants needed to synthesize it. The reactants are: Cl[C:2]1[N:7]=[C:6]([CH2:8][CH2:9][C:10]2[CH:15]=[CH:14][CH:13]=[CH:12][C:11]=2[CH2:16][C:17]([NH2:19])=[O:18])[C:5]([CH3:20])=[CH:4][N:3]=1.[NH2:21][C:22]1[CH:27]=[CH:26][C:25]([CH:28]2[CH2:31][N:30]([C:32]([O:34][C:35]([CH3:38])([CH3:37])[CH3:36])=[O:33])[CH2:29]2)=[CH:24][CH:23]=1.C([O-])([O-])=O.[Cs+].[Cs+].CC1(C)C2C(=C(P(C3C=CC=CC=3)C3C=CC=CC=3)C=CC=2)OC2C(P(C3C=CC=CC=3)C3C=CC=CC=3)=CC=CC1=2. (7) Given the product [CH3:7][C:4]1[CH:5]=[CH:6][N:2]([NH:1][C:26](=[O:27])[C@@H:25]([NH:24][C:22](=[O:23])[O:21][C:17]([CH3:19])([CH3:18])[CH3:20])[CH3:29])[C:3]=1[C:8](=[O:9])[NH:10][C:11]1[CH:12]=[CH:13][CH:14]=[CH:15][CH:16]=1, predict the reactants needed to synthesize it. The reactants are: [NH2:1][N:2]1[CH:6]=[CH:5][C:4]([CH3:7])=[C:3]1[C:8]([NH:10][C:11]1[CH:16]=[CH:15][CH:14]=[CH:13][CH:12]=1)=[O:9].[C:17]([O:21][C:22]([NH:24][C@@H:25]([CH3:29])[C:26](O)=[O:27])=[O:23])([CH3:20])([CH3:19])[CH3:18]. (8) Given the product [C:1]([O:5][C:6]([NH:8][C@H:9]([C:10]1[C:11]([C:12]([O:14][CH2:15][CH3:16])=[O:13])=[CH:22][C:21]2[C:20](=[CH:27][CH:26]=[CH:25][C:24]=2[F:28])[N:19]=1)[CH3:18])=[O:7])([CH3:4])([CH3:3])[CH3:2], predict the reactants needed to synthesize it. The reactants are: [C:1]([O:5][C:6]([NH:8][C@@H:9]([CH3:18])[C:10](=O)[CH2:11][C:12]([O:14][CH2:15][CH3:16])=[O:13])=[O:7])([CH3:4])([CH3:3])[CH3:2].[NH2:19][C:20]1[CH:27]=[CH:26][CH:25]=[C:24]([F:28])[C:21]=1[CH:22]=O. (9) Given the product [F:29][C:30]1[CH:37]=[CH:36][C:33]([CH2:34][N:25]2[CH2:24][CH2:23][CH:22]([N:21]([CH3:28])[C:19](=[O:20])[CH2:18][O:17][C:4]3[N:3]=[C:2]([CH3:1])[C:7]([NH:8][C:9](=[O:15])[O:10][C:11]([CH3:14])([CH3:12])[CH3:13])=[C:6]([CH3:16])[N:5]=3)[CH2:27][CH2:26]2)=[CH:32][CH:31]=1, predict the reactants needed to synthesize it. The reactants are: [CH3:1][C:2]1[C:7]([NH:8][C:9](=[O:15])[O:10][C:11]([CH3:14])([CH3:13])[CH3:12])=[C:6]([CH3:16])[N:5]=[C:4]([O:17][CH2:18][C:19]([N:21]([CH3:28])[CH:22]2[CH2:27][CH2:26][NH:25][CH2:24][CH2:23]2)=[O:20])[N:3]=1.[F:29][C:30]1[CH:37]=[CH:36][C:33]([CH2:34]Br)=[CH:32][CH:31]=1.